This data is from Full USPTO retrosynthesis dataset with 1.9M reactions from patents (1976-2016). The task is: Predict the reactants needed to synthesize the given product. (1) Given the product [Br:19][C:20]1[N:25]=[C:24]([N:3]2[CH2:4][CH2:5][CH:6]([N:9]3[C:17]4[C:12](=[N:13][CH:14]=[CH:15][CH:16]=4)[NH:11][C:10]3=[O:18])[CH2:7][CH2:8]2)[CH:23]=[CH:22][N:21]=1, predict the reactants needed to synthesize it. The reactants are: Cl.Cl.[NH:3]1[CH2:8][CH2:7][CH:6]([N:9]2[C:17]3[C:12](=[N:13][CH:14]=[CH:15][CH:16]=3)[NH:11][C:10]2=[O:18])[CH2:5][CH2:4]1.[Br:19][C:20]1[N:25]=[C:24](Br)[CH:23]=[CH:22][N:21]=1.CCN(C(C)C)C(C)C. (2) The reactants are: Cl[C:2]1[C:7]([CH:8]([CH2:13][CH2:14][CH3:15])[C:9]([O:11][CH3:12])=[O:10])=[C:6]([CH3:16])[N:5]=[C:4]([N:17]2[CH2:22][CH2:21][CH2:20][CH2:19][CH2:18]2)[N:3]=1.C(N(CC)C(C)C)(C)C.[N:32]1[C:41]2[C:36](=[C:37](B(O)O)[CH:38]=[CH:39][CH:40]=2)[CH:35]=[CH:34][CH:33]=1. Given the product [CH3:16][C:6]1[C:7]([CH:8]([CH2:13][CH2:14][CH3:15])[C:9]([O:11][CH3:12])=[O:10])=[C:2]([C:37]2[CH:38]=[CH:39][CH:40]=[C:41]3[C:36]=2[CH:35]=[CH:34][CH:33]=[N:32]3)[N:3]=[C:4]([N:17]2[CH2:22][CH2:21][CH2:20][CH2:19][CH2:18]2)[N:5]=1, predict the reactants needed to synthesize it. (3) Given the product [F:1][C:2]1[C:3]([O:10][C:11]2[CH:19]=[CH:18][CH:17]=[C:16]3[C:12]=2[C:13](=[O:28])[N:14]([CH2:20][C:21]2[CH:26]=[CH:25][C:24]([N:62]4[CH:31]=[C:30]([CH3:29])[N:64]=[N:63]4)=[CH:23][CH:22]=2)[CH2:15]3)=[C:4]([CH:7]=[CH:8][CH:9]=1)[C:5]#[N:6], predict the reactants needed to synthesize it. The reactants are: [F:1][C:2]1[C:3]([O:10][C:11]2[CH:19]=[CH:18][CH:17]=[C:16]3[C:12]=2[C:13](=[O:28])[N:14]([CH2:20][C:21]2[CH:26]=[CH:25][C:24](I)=[CH:23][CH:22]=2)[CH2:15]3)=[C:4]([CH:7]=[CH:8][CH:9]=1)[C:5]#[N:6].[C:29](O)(=O)[C:30]#[C:31]C.N1CCC[C@H]1C(O)=O.O=C1O[C@H]([C@H](CO)O)C([O-])=C1O.[Na+].C(=O)([O-])[O-].[K+].[K+].[N-:62]=[N+:63]=[N-:64].[Na+]. (4) Given the product [CH3:49][C@H:47]1[O:48][C@@H:43]([CH3:42])[CH2:44][N:45]([CH2:19][C:5]2[N:6]=[C:7]([NH:8][C:9]3[CH:14]=[CH:13][C:12]([C:15]([F:17])([F:18])[F:16])=[CH:11][N:10]=3)[C:2]([CH3:1])=[C:3]([C:21]3[CH:30]=[C:29]4[C:24]([CH:25]=[CH:26][CH:27]=[N:28]4)=[CH:23][CH:22]=3)[N:4]=2)[CH2:46]1, predict the reactants needed to synthesize it. The reactants are: [CH3:1][C:2]1[C:3]([C:21]2[CH:30]=[C:29]3[C:24]([CH:25]=[CH:26][CH:27]=[N:28]3)=[CH:23][CH:22]=2)=[N:4][C:5]([CH2:19]O)=[N:6][C:7]=1[NH:8][C:9]1[CH:14]=[CH:13][C:12]([C:15]([F:18])([F:17])[F:16])=[CH:11][N:10]=1.N1C=CC=CC=1.CS(Cl)(=O)=O.[CH3:42][C@H:43]1[O:48][C@@H:47]([CH3:49])[CH2:46][NH:45][CH2:44]1. (5) The reactants are: [Cl:1][C:2]1[N:7]=[CH:6][C:5]([C:8](=[O:10])[CH3:9])=[CH:4][N:3]=1.[CH3:11][Mg+].[Br-]. Given the product [Cl:1][C:2]1[N:7]=[CH:6][C:5]([C:8]([OH:10])([CH3:11])[CH3:9])=[CH:4][N:3]=1, predict the reactants needed to synthesize it.